The task is: Predict the product of the given reaction.. This data is from Forward reaction prediction with 1.9M reactions from USPTO patents (1976-2016). Given the reactants [CH3:1][O:2][C:3]1[CH:19]=[CH:18][C:6]([CH2:7][N:8]2[CH2:13][CH2:12][CH2:11][CH:10]([C:14](O)([CH3:16])[CH3:15])[CH2:9]2)=[CH:5][CH:4]=1.[SiH](CC)(CC)CC.C(O)(C(F)(F)F)=O, predict the reaction product. The product is: [C:14](=[C:10]1[CH2:11][CH2:12][CH2:13][N:8]([CH2:7][C:6]2[CH:18]=[CH:19][C:3]([O:2][CH3:1])=[CH:4][CH:5]=2)[CH2:9]1)([CH3:16])[CH3:15].